This data is from Experimentally validated miRNA-target interactions with 360,000+ pairs, plus equal number of negative samples. The task is: Binary Classification. Given a miRNA mature sequence and a target amino acid sequence, predict their likelihood of interaction. (1) The miRNA is hsa-miR-488-3p with sequence UUGAAAGGCUAUUUCUUGGUC. The protein sequence of the target gene is MGRVFLTGEKANSILKRYPRANGFFEEIRQGNIERECKEEFCTFEEAREAFENNEKTKEFWSTYTKAQQGESNRGSDWFQFYLTFPLIFGLFIILLVIFLIWRCFLRNKTRRQTVTEGHIPFPQHLNIITPPPPPDEVFDSSGLSPGFLGYVVGRSDSVSTRLSNCDPPPTYEEATGQVNLQRSETEPHLDPPPEYEDIVNSNSASAIPMVPVVTTIK. Result: 0 (no interaction). (2) The miRNA is hsa-miR-6760-5p with sequence CAGGGAGAAGGUGGAAGUGCAGA. The protein sequence of the target gene is MEPEPEPAAVEVPAGRVLSARELFAARSRSQKLPQRSHGPKDFLPDGSAAQAERLRRCREELWQLLAEQRVERLGSLVAAEWRPEEGFVELKSPAGKFWQTMGFSEQGRQRLHPEEALYLLECGSIHLFHQDLPLSIQEAYQLLLTDHTVTFLQYQVFSHLKRLGYVVRRFQPSSVLSPYERQLNLDASVQHLEDGDGKRKRSSSSPRSINKKAKALDNSLQPKSLAASSPPPCSQPSQCPEEKPQESSPMKGPGGPFQLLGSLGPSPGPAREGVGCSWESGRAENGVTGAGKRRWNFEQ.... Result: 1 (interaction). (3) The miRNA is mmu-miR-467h with sequence AUAAGUGUGUGCAUGUAUAUGU. The protein sequence of the target gene is MPGAAAAAAAAAAAMLPAQEAAKLYHTNYVRNSRAIGVLWAIFTICFAIVNVVCFIQPYWIGDGVDTPQAGYFGLFHYCIGNGFSRELTCRGSFTDFSTLPSGAFKAASFFIGLSMMLIIACIICFTLFFFCNTATVYKICAWMQLTSAACLVLGCMIFPDGWDSDEVKRMCGEKTDKYTLGACSVRWAYILAIIGILDALILSFLAFVLGNRQDSLMAEELKAENKVLLSQYSLE. Result: 0 (no interaction). (4) The miRNA is mmu-miR-206-3p with sequence UGGAAUGUAAGGAAGUGUGUGG. The protein sequence of the target gene is MATASPAADGGRGRPWEGGLVSWPPAPPLTLPWTWMGPSWGQHPGHWGFPALTEPSASPAAGLGIFEVRRVLDASGCSMLAPLQTGAARFSSYLLSRARKVLGSHLFSPCGVPEFCSISTRKLAAHGFGASMAAMVSFPPQRYHYFLVLDFEATCDKPQIHPQEIIEFPILKLNGRTMEIESTFHMYVQPVVHPQLTPFCTELTGIIQAMVDGQPSLQQVLERVDEWMAKEGLLDPNVKSIFVTCGDWDLKVMLPGQCQYLGLPVADYFKQWINLKKAYSFAMGCWPKNGLLDMNKGLSL.... Result: 0 (no interaction). (5) The miRNA is hsa-miR-3924 with sequence AUAUGUAUAUGUGACUGCUACU. The protein sequence of the target gene is MSSSPVNVKKLKVSELKEELKKRRLSDKGLKAELMERLQAALDDEEAGGRPAMEPGNGSLDLGGDSAGRSGAGLEQEAAAGGDEEEEEEEEEEEGISALDGDQMELGEENGAAGAADSGPMEEEEAASEDENGDDQGFQEGEDELGDEEEGAGDENGHGEQQPQPPATQQQQPQQQRGAAKEAAGKSSGPTSLFAVTVAPPGARQGQQQAGGKKKAEGGGGGGRPGAPAAGDGKTEQKGGDKKRGVKRPREDHGRGYFEYIEENKYSRAKSPQPPVEEEDEHFDDTVVCLDTYNCDLHFK.... Result: 1 (interaction). (6) The miRNA is hsa-miR-5195-3p with sequence AUCCAGUUCUCUGAGGGGGCU. The protein sequence of the target gene is MDNSTGTGEGCHVDSRVDHLFPPSLYIFVIGVGLPTNCLALWAAYRQVRQHNELGVYLMNLSIADLLYICTLPLWVDYFLHHDNWIHGPGSCKLFGFIFYSNIYISIAFLCCISVDRYLAVAHPLRFARLRRVKTAVAVSSVVWATELGANSAPLFHDELFRDRYNHTFCFEKFPMERWVAWMNLYRVFVGFLFPWALMLLCYRGILRAVQSSVSTERQEKVKIKRLALSLIAIVLVCFAPYHALLLSRSAVYLGRPWDCGFEERVFSAYHSSLAFTSLNCVADPILYCLVNEGARSDVA.... Result: 0 (no interaction). (7) The miRNA is hsa-miR-6878-5p with sequence AGGGAGAAAGCUAGAAGCUGAAG. The protein sequence of the target gene is MLSRLFRMHGLFVASHPWEVIVGTVTLTICMMSMNMFTGNDKICGWNYECPKFEEDVLSSDIIILTITRCIAILYIYFQFQNLRQLGSKYILGIAGLFTIFSSFVFSTVVIHFLDKELTGLNEALPFFLLLIDLSRASALAKFALSSNSQDEVRENIARGMAILGPTFTLDALVECLVIGVGTMSGVRQLEIMCCFGCMSVLATYFVFMTFFPACVSLVLELSRESREGRPIWQLSHFARVLEGEENKPNPVTQRVKIIMSLGLVLVHAHSRWIADPSPQNSTADNSKVSLGLDENVSKR.... Result: 0 (no interaction). (8) The miRNA is hsa-miR-4516 with sequence GGGAGAAGGGUCGGGGC. The protein sequence of the target gene is MSYQGKKSIPHITSDRLLIKGGRIINDDQSLYADVYLEDGLIKQIGENLIVPGGVKTIEANGRMVIPGGIDVNTYLQKPSQGMTAADDFFQGTRAALVGGTTMIIDHVVPEPGSSLLTSFEKWHEAADTKSCCDYSLHVDITSWYDGVREELEVLVQDKGVNSFQVYMAYKDVYQMSDSQLYEAFTFLKGLGAVILVHAENGDLIAQEQKRILEMGITGPEGHALSRPEELEAEAVFRAITIAGRINCPVYITKVMSKSAADIIALARKKGPLVFGEPIAASLGTDGTHYWSKNWAKAAA.... Result: 1 (interaction). (9) The miRNA is mmu-miR-187-3p with sequence UCGUGUCUUGUGUUGCAGCCGG. The protein sequence of the target gene is MGQRLSGGRSCLDVPGRFLPQPPPPPPPVRRKLALLFAMLCIWLYMFLYSCAGSCTAAPGLLLLGSGSRATHAQPALVTAPNETSPKMPFRAPPANSLAAGKDKTVGAGSQEEQSPEAPDSPSPISSFFSGAGSKQLPQAIIIGVKKGGTRALLEFLRVHPDVRAVGAEPHFFDRSYHKGLAWYRDLMPRTLKGQITMEKTPSYFVTREAPARISAMSKDTKLIVVVRDPVTRAISDYTQTLSKRPDIPSFESLTFRNRSAGLIDTSWSAIQIGLYAKHLEPWLRHFPLGQMLFVSGERL.... Result: 0 (no interaction).